This data is from Forward reaction prediction with 1.9M reactions from USPTO patents (1976-2016). The task is: Predict the product of the given reaction. The product is: [CH2:1]([O:8][C:9]1[C:14](=[O:15])[N:13]2[CH:16]=[C:17]([N:20]3[CH2:21][CH2:22][O:23][CH2:24][CH2:25]3)[CH:18]=[CH:19][C:12]2=[N:11][C:10]=1[C:26]1[N:27]=[C:30]([CH2:31][C:32]2[CH:33]=[CH:34][C:35]([F:38])=[CH:36][CH:37]=2)[O:29][N:28]=1)[C:2]1[CH:3]=[CH:4][CH:5]=[CH:6][CH:7]=1. Given the reactants [CH2:1]([O:8][C:9]1[C:14](=[O:15])[N:13]2[CH:16]=[C:17]([N:20]3[CH2:25][CH2:24][O:23][CH2:22][CH2:21]3)[CH:18]=[CH:19][C:12]2=[N:11][C:10]=1[C:26]([NH:28][O:29][C:30](=O)[CH2:31][C:32]1[CH:37]=[CH:36][C:35]([F:38])=[CH:34][CH:33]=1)=[NH:27])[C:2]1[CH:7]=[CH:6][CH:5]=[CH:4][CH:3]=1, predict the reaction product.